Dataset: Peptide-MHC class II binding affinity with 134,281 pairs from IEDB. Task: Regression. Given a peptide amino acid sequence and an MHC pseudo amino acid sequence, predict their binding affinity value. This is MHC class II binding data. (1) The peptide sequence is QIHQYIMALREEYFD. The MHC is HLA-DQA10501-DQB10201 with pseudo-sequence HLA-DQA10501-DQB10201. The binding affinity (normalized) is 0.888. (2) The peptide sequence is TQLVLSSMVNPLVLS. The MHC is DRB5_0101 with pseudo-sequence DRB5_0101. The binding affinity (normalized) is 0.422. (3) The peptide sequence is GELQIVDKIDAAKKI. The MHC is DRB1_1201 with pseudo-sequence DRB1_1201. The binding affinity (normalized) is 0.539. (4) The peptide sequence is SEYMTSWFYDNDNPY. The MHC is HLA-DQA10303-DQB10402 with pseudo-sequence HLA-DQA10303-DQB10402. The binding affinity (normalized) is 0. (5) The peptide sequence is VEIFGITALIILS. The MHC is HLA-DQA10501-DQB10301 with pseudo-sequence HLA-DQA10501-DQB10301. The binding affinity (normalized) is 0.144. (6) The MHC is DRB5_0101 with pseudo-sequence DRB5_0101. The binding affinity (normalized) is 0.135. The peptide sequence is IKEKGKDKWIELKES.